Predict which catalyst facilitates the given reaction. From a dataset of Catalyst prediction with 721,799 reactions and 888 catalyst types from USPTO. (1) Reactant: [F:1][C:2]1[C:3]([NH2:10])=[N:4][CH:5]=[C:6]([F:9])[C:7]=1I.[CH3:11][O:12][C:13]1[CH:20]=[CH:19][C:16]([CH2:17][NH2:18])=[CH:15][CH:14]=1.C1C=CC(P(C2C(C3C(P(C4C=CC=CC=4)C4C=CC=CC=4)=CC=C4C=3C=CC=C4)=C3C(C=CC=C3)=CC=2)C2C=CC=CC=2)=CC=1.CC(C)([O-])C.[Na+].C(=O)(O)[O-].[Na+]. Product: [F:1][C:2]1[C:3]([NH2:10])=[N:4][CH:5]=[C:6]([F:9])[C:7]=1[NH:18][CH2:17][C:16]1[CH:19]=[CH:20][C:13]([O:12][CH3:11])=[CH:14][CH:15]=1. The catalyst class is: 187. (2) Reactant: [NH2:1][C:2]1[N:10]=[CH:9][C:8]([Cl:11])=[CH:7][C:3]=1[C:4]([NH2:6])=[O:5].[Br:12][CH2:13][C:14]1[CH:19]=[CH:18][C:17]([Cl:20])=[CH:16][C:15]=1[S:21]([CH3:24])(=[O:23])=[O:22]. Product: [BrH:12].[Cl:11][C:8]1[CH:7]=[C:3]([C:4]([NH2:6])=[O:5])[C:2](=[NH:1])[N:10]([CH2:13][C:14]2[CH:19]=[CH:18][C:17]([Cl:20])=[CH:16][C:15]=2[S:21]([CH3:24])(=[O:23])=[O:22])[CH:9]=1. The catalyst class is: 42. (3) Reactant: [Br:1][C:2]1[CH:11]=[CH:10][C:5]([C:6]([O:8]C)=O)=[C:4]([CH2:12]Br)[CH:3]=1.[NH2:14][CH:15]1[CH2:20][CH2:19][N:18]([C:21]([O:23][C:24]([CH3:27])([CH3:26])[CH3:25])=[O:22])[CH2:17][CH2:16]1.C(NC(C)C)(C)C. Product: [Br:1][C:2]1[CH:3]=[C:4]2[C:5](=[CH:10][CH:11]=1)[C:6](=[O:8])[N:14]([CH:15]1[CH2:16][CH2:17][N:18]([C:21]([O:23][C:24]([CH3:27])([CH3:26])[CH3:25])=[O:22])[CH2:19][CH2:20]1)[CH2:12]2. The catalyst class is: 100. (4) Reactant: [CH2:1]([C:3]1[N:8]=[C:7]([CH3:9])[C:6]2[C:10]([C:13]3[CH:18]=[CH:17][C:16]([O:19][CH3:20])=[CH:15][CH:14]=3)=[N:11][NH:12][C:5]=2[CH:4]=1)[CH3:2].[H-].[Na+].[CH3:23][C:24]1[C:25]([N:30]([CH2:53][O:54][CH2:55][CH2:56][O:57][CH3:58])[S:31]([C:34]2[S:35][C:36]([CH3:52])=[CH:37][C:38]=2[C:39]2[CH:50]=[CH:49][C:42]([CH2:43]OS(C)(=O)=O)=[CH:41][C:40]=2[CH3:51])(=[O:33])=[O:32])=[N:26][O:27][C:28]=1[CH3:29].O. Product: [CH3:23][C:24]1[C:25]([N:30]([CH2:53][O:54][CH2:55][CH2:56][O:57][CH3:58])[S:31]([C:34]2[S:35][C:36]([CH3:52])=[CH:37][C:38]=2[C:39]2[CH:50]=[CH:49][C:42]([CH2:43][N:12]3[C:5]4[CH:4]=[C:3]([CH2:1][CH3:2])[N:8]=[C:7]([CH3:9])[C:6]=4[C:10]([C:13]4[CH:14]=[CH:15][C:16]([O:19][CH3:20])=[CH:17][CH:18]=4)=[N:11]3)=[CH:41][C:40]=2[CH3:51])(=[O:33])=[O:32])=[N:26][O:27][C:28]=1[CH3:29]. The catalyst class is: 42. (5) Reactant: [Cl:1][C:2]1[C:3]([C:10]2[CH:15]=[CH:14][C:13]([O:16]C(C)C)=[C:12]([CH3:20])[CH:11]=2)=[N:4][N:5]([CH3:9])[C:6]=1[O:7][CH3:8].S(=O)(=O)(O)O. Product: [CH3:20][C:12]1[CH:11]=[C:10]([C:3]2[C:2]([Cl:1])=[C:6]([O:7][CH3:8])[N:5]([CH3:9])[N:4]=2)[CH:15]=[CH:14][C:13]=1[OH:16]. The catalyst class is: 6. (6) Reactant: [NH2:1][C:2](=[O:40])[C@@H:3]([NH:24][C:25]([C@@H:27]1[CH2:32][CH2:31][CH2:30][CH2:29][N:28]1[C:33]([O:35][C:36]([CH3:39])([CH3:38])[CH3:37])=[O:34])=[O:26])[CH2:4][C:5]1[CH:10]=[CH:9][C:8]([C:11]2[CH:23]=[CH:22][C:14]3[N:15]([CH2:19][CH2:20][OH:21])[C:16](=[O:18])[S:17][C:13]=3[CH:12]=2)=[CH:7][CH:6]=1.[Si:41](Cl)([C:44]([CH3:47])([CH3:46])[CH3:45])([CH3:43])[CH3:42].N1C=CN=C1.O. Product: [NH2:1][C:2](=[O:40])[C@@H:3]([NH:24][C:25]([C@@H:27]1[CH2:32][CH2:31][CH2:30][CH2:29][N:28]1[C:33]([O:35][C:36]([CH3:37])([CH3:39])[CH3:38])=[O:34])=[O:26])[CH2:4][C:5]1[CH:6]=[CH:7][C:8]([C:11]2[CH:23]=[CH:22][C:14]3[N:15]([CH2:19][CH2:20][O:21][Si:41]([C:44]([CH3:47])([CH3:46])[CH3:45])([CH3:43])[CH3:42])[C:16](=[O:18])[S:17][C:13]=3[CH:12]=2)=[CH:9][CH:10]=1. The catalyst class is: 3. (7) Reactant: N([O-])=O.[Na+].N[C:6]1[N:10]=[C:9]([CH:11]2[CH2:16][CH:15]([C:17]3[CH:22]=[CH:21][C:20]([C:23]([F:26])([F:25])[F:24])=[CH:19][CH:18]=3)[CH2:14][N:13]([C:27]([N:29]3[CH2:34][CH2:33][O:32][CH2:31][CH2:30]3)=[O:28])[CH2:12]2)[O:8][N:7]=1.[ClH:35]. Product: [Cl:35][C:6]1[N:10]=[C:9]([CH:11]2[CH2:16][CH:15]([C:17]3[CH:22]=[CH:21][C:20]([C:23]([F:26])([F:25])[F:24])=[CH:19][CH:18]=3)[CH2:14][N:13]([C:27]([N:29]3[CH2:34][CH2:33][O:32][CH2:31][CH2:30]3)=[O:28])[CH2:12]2)[O:8][N:7]=1. The catalyst class is: 6.